Dataset: Full USPTO retrosynthesis dataset with 1.9M reactions from patents (1976-2016). Task: Predict the reactants needed to synthesize the given product. (1) Given the product [Cl:1][C:2]1[C:7]([NH:8][C:17](=[O:18])[CH2:16][C:10]2[CH:15]=[CH:14][CH:13]=[CH:12][CH:11]=2)=[C:6]([Cl:9])[N:5]=[CH:4][N:3]=1, predict the reactants needed to synthesize it. The reactants are: [Cl:1][C:2]1[C:7]([NH2:8])=[C:6]([Cl:9])[N:5]=[CH:4][N:3]=1.[C:10]1([CH2:16][C:17](Cl)=[O:18])[CH:15]=[CH:14][CH:13]=[CH:12][CH:11]=1. (2) Given the product [NH2:5][CH2:9][CH2:10][N:11]([CH:12]([C:16]1[N:17]([CH2:26][C:27]2[CH:32]=[CH:31][CH:30]=[CH:29][CH:28]=2)[C:18](=[O:25])[C:19]([CH3:24])=[C:20]([C:22]#[N:23])[N:21]=1)[CH:13]([CH3:15])[CH3:14])[C:33](=[O:36])[CH:34]=[CH2:35], predict the reactants needed to synthesize it. The reactants are: CC([N:5]([CH2:9][CH2:10][N:11]([C:33](=[O:36])[CH:34]=[CH2:35])[CH:12]([C:16]1[N:17]([CH2:26][C:27]2[CH:32]=[CH:31][CH:30]=[CH:29][CH:28]=2)[C:18](=[O:25])[C:19]([CH3:24])=[C:20]([C:22]#[N:23])[N:21]=1)[CH:13]([CH3:15])[CH3:14])C(=O)[O-])(C)C.C(O)(C(F)(F)F)=O. (3) Given the product [Br:17][C:4]1[CH:5]=[CH:6][C:7]([NH2:9])=[N:8][C:3]=1[CH2:1][CH3:2], predict the reactants needed to synthesize it. The reactants are: [CH2:1]([C:3]1[N:8]=[C:7]([NH2:9])[CH:6]=[CH:5][CH:4]=1)[CH3:2].C1C(=O)N([Br:17])C(=O)C1. (4) Given the product [CH:38]1([CH2:37][NH:36][N:27]2[C:28]3[C:33](=[CH:32][CH:31]=[CH:30][CH:29]=3)[C:34]([OH:35])=[C:25]([C:20]3[NH:19][C:18]4[CH:42]=[CH:43][C:15]([O:14][CH2:13][C:9]5[NH:10][CH:11]=[CH:12][N:8]=5)=[CH:16][C:17]=4[S:22](=[O:23])(=[O:24])[N:21]=3)[C:26]2=[O:41])[CH2:40][CH2:39]1, predict the reactants needed to synthesize it. The reactants are: C([N:8]1[CH:12]=[CH:11][N:10]=[C:9]1[CH2:13][O:14][C:15]1[CH:43]=[CH:42][C:18]2[NH:19][C:20]([C:25]3[C:26](=[O:41])[N:27]([NH:36][CH2:37][CH:38]4[CH2:40][CH2:39]4)[C:28]4[C:33]([C:34]=3[OH:35])=[CH:32][CH:31]=[CH:30][CH:29]=4)=[N:21][S:22](=[O:24])(=[O:23])[C:17]=2[CH:16]=1)C1C=CC=CC=1. (5) Given the product [F:1][C:2]1[CH:3]=[C:4]([CH2:9][C@@H:10]([C:28]2[C:33]([C:34]3[CH:35]=[C:36]([CH:40]=[CH:41][CH:42]=3)[C:37]([NH:65][CH2:60][CH2:59][N:64]([CH3:63])[CH3:43])=[O:39])=[CH:32][CH:31]=[CH:30][N:29]=2)[NH:11][C:12](=[O:27])[CH2:13][N:14]2[C:22]3[CH2:21][CH2:20][CH2:19][CH2:18][C:17]=3[C:16]([C:23]([F:24])([F:25])[F:26])=[N:15]2)[CH:5]=[C:6]([F:8])[CH:7]=1, predict the reactants needed to synthesize it. The reactants are: [F:1][C:2]1[CH:3]=[C:4]([CH2:9][C@@H:10]([C:28]2[C:33]([C:34]3[CH:35]=[C:36]([CH:40]=[CH:41][CH:42]=3)[C:37]([OH:39])=O)=[CH:32][CH:31]=[CH:30][N:29]=2)[NH:11][C:12](=[O:27])[CH2:13][N:14]2[C:22]3[CH2:21][CH2:20][CH2:19][CH2:18][C:17]=3[C:16]([C:23]([F:26])([F:25])[F:24])=[N:15]2)[CH:5]=[C:6]([F:8])[CH:7]=1.[CH3:43]NN(CC)NC.CN(C(ON1N=[N:65][C:60]2C=C[CH:63]=[N:64][C:59]1=2)=[N+](C)C)C.F[P-](F)(F)(F)(F)F.